The task is: Regression. Given a peptide amino acid sequence and an MHC pseudo amino acid sequence, predict their binding affinity value. This is MHC class I binding data.. This data is from Peptide-MHC class I binding affinity with 185,985 pairs from IEDB/IMGT. The peptide sequence is RSNNKFTLK. The MHC is HLA-A24:03 with pseudo-sequence HLA-A24:03. The binding affinity (normalized) is 0.0847.